Dataset: Reaction yield outcomes from USPTO patents with 853,638 reactions. Task: Predict the reaction yield, written as a fraction of the theoretical maximum amount of product (1.0 means a 100% yield; for example, 0.34 means a 34% yield). (1) The reactants are [CH3:1][C:2]1[O:6][N:5]=[C:4]([C:7]2[CH:12]=[CH:11][CH:10]=[CH:9][CH:8]=2)[C:3]=1[CH2:13][OH:14]. The catalyst is ClCCl.[O-2].[Mn+4].[O-2]. The product is [CH3:1][C:2]1[O:6][N:5]=[C:4]([C:7]2[CH:12]=[CH:11][CH:10]=[CH:9][CH:8]=2)[C:3]=1[CH:13]=[O:14]. The yield is 0.890. (2) The reactants are Cl[C:2]1[CH:7]=[CH:6][C:5]([F:8])=[CH:4][N:3]=1.[C:9]([N:12]1[C:21]2[C:16](=[CH:17][C:18]([C:22]3[CH:27]=[CH:26][C:25]([CH2:28][N:29]4[CH2:34][CH2:33][CH2:32][CH2:31][CH2:30]4)=[CH:24][CH:23]=3)=[CH:19][CH:20]=2)[C@H:15]([NH2:35])[CH2:14][C@@H:13]1[CH3:36])(=[O:11])[CH3:10].C1C=CC(P(C2C(C3C(P(C4C=CC=CC=4)C4C=CC=CC=4)=CC=C4C=3C=CC=C4)=C3C(C=CC=C3)=CC=2)C2C=CC=CC=2)=CC=1.CC(C)([O-:86])C.[Na+]. The catalyst is C1C=CC(/C=C/C(/C=C/C2C=CC=CC=2)=O)=CC=1.C1C=CC(/C=C/C(/C=C/C2C=CC=CC=2)=O)=CC=1.C1C=CC(/C=C/C(/C=C/C2C=CC=CC=2)=O)=CC=1.[Pd].[Pd].C1(C)C=CC=CC=1. The product is [CH:9]([OH:11])=[O:86].[C:9]([N:12]1[C:21]2[C:16](=[CH:17][C:18]([C:22]3[CH:27]=[CH:26][C:25]([CH2:28][N:29]4[CH2:34][CH2:33][CH2:32][CH2:31][CH2:30]4)=[CH:24][CH:23]=3)=[CH:19][CH:20]=2)[C@H:15]([NH:35][C:2]2[CH:7]=[CH:6][C:5]([F:8])=[CH:4][N:3]=2)[CH2:14][C@@H:13]1[CH3:36])(=[O:11])[CH3:10]. The yield is 0.250. (3) The reactants are C(OC([N:8]1[C:12]([NH:13][C:14](=[O:32])/[C:15](/[C:21]2[CH:26]=[CH:25][C:24]([S:27]([CH3:30])(=[O:29])=[O:28])=[C:23]([Cl:31])[CH:22]=2)=[N:16]/[O:17][CH:18]([CH3:20])[CH3:19])=[CH:11][CH:10]=[N:9]1)=O)(C)(C)C.Cl. The catalyst is O1CCOCC1. The product is [Cl:31][C:23]1[CH:22]=[C:21](/[C:15](=[N:16]\[O:17][CH:18]([CH3:20])[CH3:19])/[C:14]([NH:13][C:12]2[CH:11]=[CH:10][NH:9][N:8]=2)=[O:32])[CH:26]=[CH:25][C:24]=1[S:27]([CH3:30])(=[O:29])=[O:28]. The yield is 0.590. (4) The reactants are O[CH2:2][C:3](=[CH2:9])[C:4]([O:6][CH2:7][CH3:8])=[O:5].[NH:10]1[CH:14]=[CH:13][CH:12]=[N:11]1.C(=O)([O-])[O-].[K+].[K+]. The catalyst is C(#N)C. The product is [N:10]1([CH2:2][C:3](=[CH2:9])[C:4]([O:6][CH2:7][CH3:8])=[O:5])[CH:14]=[CH:13][CH:12]=[N:11]1. The yield is 0.180. (5) The reactants are [Cl:1][C:2]1[N:7]=[C:6](Cl)[C:5]2[CH2:9][CH2:10][CH2:11][C:4]=2[N:3]=1.[C:12]([O:16][C:17]([N:19]1[CH2:24][CH2:23][CH:22]([NH2:25])[CH2:21][CH2:20]1)=[O:18])([CH3:15])([CH3:14])[CH3:13]. The catalyst is CN(C=O)C. The product is [C:12]([O:16][C:17]([N:19]1[CH2:24][CH2:23][CH:22]([NH:25][C:6]2[C:5]3[CH2:9][CH2:10][CH2:11][C:4]=3[N:3]=[C:2]([Cl:1])[N:7]=2)[CH2:21][CH2:20]1)=[O:18])([CH3:15])([CH3:13])[CH3:14]. The yield is 0.470. (6) The reactants are N(C(OCC)=O)=NC(OCC)=O.[Cl:13][C:14]1[CH:33]=[CH:32][C:17]([NH:18][C:19]2[C:28]3[C:23](=[CH:24][C:25]([OH:31])=[C:26]([O:29][CH3:30])[CH:27]=3)[N:22]=[CH:21][N:20]=2)=[C:16]([F:34])[CH:15]=1.C1(P(C2C=CC=CC=2)C2C=CC=CC=2)C=CC=CC=1.[CH3:54][N:55]([CH2:62][CH2:63]O)[C:56]1[CH:61]=[CH:60][N:59]=[N:58][CH:57]=1.Cl. The catalyst is C(Cl)Cl.C(Cl)Cl.CO. The product is [ClH:13].[Cl:13][C:14]1[CH:33]=[CH:32][C:17]([NH:18][C:19]2[C:28]3[C:23](=[CH:24][C:25]([O:31][CH2:63][CH2:62][N:55]([CH3:54])[C:56]4[CH:61]=[CH:60][N:59]=[N:58][CH:57]=4)=[C:26]([O:29][CH3:30])[CH:27]=3)[N:22]=[CH:21][N:20]=2)=[C:16]([F:34])[CH:15]=1. The yield is 0.600. (7) The reactants are O.[O:2]=[CH:3][C@@H:4]([C@H:6]([C@@H:8]([C@@H:10]([CH2:12][OH:13])[OH:11])[OH:9])[OH:7])[OH:5].[C:14]([O-:26])(=[O:25])[CH2:15][C:16]([CH2:21][C:22]([O-:24])=[O:23])([C:18]([O-:20])=[O:19])[OH:17].[NH4+:27].[NH4+].[NH4+]. The yield is 0.0160. The product is [C:14]([O-:26])(=[O:25])[CH2:15][C:16]([CH2:21][C:22]([O-:24])=[O:23])([C:18]([O-:20])=[O:19])[OH:17].[NH4+:27].[NH4+:27].[NH4+:27].[O:2]=[CH:3][C@@H:4]([C@H:6]([C@@H:8]([C@@H:10]([CH2:12][OH:13])[OH:11])[OH:9])[OH:7])[OH:5]. No catalyst specified. (8) The reactants are C(O[BH-](OC(=O)C)OC(=O)C)(=O)C.[Na+].[C:15]([O:19][C:20]([N:22]1[CH2:26][C:25](=O)[CH:24]([F:28])[CH2:23]1)=[O:21])([CH3:18])([CH3:17])[CH3:16].[Cl:29][C:30]1[CH:37]=[C:36]([Cl:38])[CH:35]=[CH:34][C:31]=1[CH2:32][NH2:33].[OH-].[Na+]. The catalyst is ClCCCl.C(O)(=O)C. The product is [C:15]([O:19][C:20]([N:22]1[CH2:23][CH:24]([F:28])[CH:25]([NH:33][CH2:32][C:31]2[CH:34]=[CH:35][C:36]([Cl:38])=[CH:37][C:30]=2[Cl:29])[CH2:26]1)=[O:21])([CH3:18])([CH3:17])[CH3:16]. The yield is 0.200. (9) The reactants are C([O:3][C:4]([C:6]1[N:11]=[C:10]([O:12][CH3:13])[CH:9]=[C:8]([O:14][CH3:15])[N:7]=1)=O)C.[NH3:16].CO. No catalyst specified. The product is [CH3:15][O:14][C:8]1[CH:9]=[C:10]([O:12][CH3:13])[N:11]=[C:6]([C:4]([NH2:16])=[O:3])[N:7]=1. The yield is 1.00. (10) The product is [Cl:34][C:30]1[CH:31]=[C:32]([F:33])[C:27]([NH:26][C:20]2[C:19]3[C:24](=[CH:25][C:16]([O:15][CH2:14][CH:11]4[CH2:12][CH2:13][NH:8][CH2:9][CH2:10]4)=[C:17]([O:36][CH3:37])[CH:18]=3)[N:23]=[CH:22][N:21]=2)=[C:28]([F:35])[CH:29]=1. The yield is 0.260. The catalyst is C(Cl)Cl. The reactants are C(OC([N:8]1[CH2:13][CH2:12][CH:11]([CH2:14][O:15][C:16]2[CH:25]=[C:24]3[C:19]([C:20]([NH:26][C:27]4[C:32]([F:33])=[CH:31][C:30]([Cl:34])=[CH:29][C:28]=4[F:35])=[N:21][CH:22]=[N:23]3)=[CH:18][C:17]=2[O:36][CH3:37])[CH2:10][CH2:9]1)=O)(C)(C)C.C(O)(C(F)(F)F)=O.